Predict the reactants needed to synthesize the given product. From a dataset of Full USPTO retrosynthesis dataset with 1.9M reactions from patents (1976-2016). Given the product [CH3:1][C:2]1[C:3]([N+:16]([O-:18])=[O:17])=[C:4]([OH:23])[CH:5]=[C:6]([OH:19])[CH:7]=1, predict the reactants needed to synthesize it. The reactants are: [CH3:1][C:2]1[C:3]([N+:16]([O-:18])=[O:17])=[C:4](CC([O-])=O)[CH:5]=[C:6](CC([O-])=O)[CH:7]=1.[OH-:19].[Li+].Cl.C[OH:23].